Predict the reactants needed to synthesize the given product. From a dataset of Full USPTO retrosynthesis dataset with 1.9M reactions from patents (1976-2016). (1) Given the product [Cl:7][C:8]1[CH:23]=[CH:22][C:11]([CH2:12][CH:13]2[C:17]([CH2:18][N:3]3[CH:4]=[N:25][CH:24]=[N:2]3)([OH:19])[C:16]([CH3:21])([CH3:20])[CH2:15][CH2:14]2)=[CH:10][CH:9]=1, predict the reactants needed to synthesize it. The reactants are: N1C=[C-:4][N:3]=[N:2]1.[Na+].[Cl:7][C:8]1[CH:23]=[CH:22][C:11]([CH2:12][CH:13]2[C:17]3([O:19][CH2:18]3)[C:16]([CH3:21])([CH3:20])[CH2:15][CH2:14]2)=[CH:10][CH:9]=1.[CH3:24][N:25](C=O)C. (2) The reactants are: [C:1]12([C:11]3[CH:12]=[C:13]([C:19]4[CH:20]=[C:21]5[C:26](=[CH:27][CH:28]=4)[CH:25]=[C:24]([CH2:29]O)[CH:23]=[CH:22]5)[CH:14]=[CH:15][C:16]=3[O:17][CH3:18])[CH2:10][CH:5]3[CH2:6][CH:7]([CH2:9][CH:3]([CH2:4]3)[CH2:2]1)[CH2:8]2.C1(P(C2C=CC=CC=2)C2C=CC=CC=2)C=CC=CC=1.N1C=CN=C1.[I:55]I. Given the product [C:1]12([C:11]3[CH:12]=[C:13]([C:19]4[CH:20]=[C:21]5[C:26](=[CH:27][CH:28]=4)[CH:25]=[C:24]([CH2:29][I:55])[CH:23]=[CH:22]5)[CH:14]=[CH:15][C:16]=3[O:17][CH3:18])[CH2:10][CH:5]3[CH2:6][CH:7]([CH2:9][CH:3]([CH2:4]3)[CH2:2]1)[CH2:8]2, predict the reactants needed to synthesize it. (3) The reactants are: [BH4-].[Na+].[Se].Cl[CH2:5][C@@H:6]([C:8]([OH:10])=[O:9])[NH2:7].Cl.[SeH2:12].Cl.NO. Given the product [CH2:5]([Se:12][Se:12][CH2:5][C@H:6]([NH2:7])[C:8]([OH:10])=[O:9])[C@H:6]([NH2:7])[C:8]([OH:10])=[O:9], predict the reactants needed to synthesize it. (4) Given the product [F:17][CH:2]([F:1])[CH2:3][CH2:4][NH:5][C:6]1[C:14]([F:15])=[CH:13][C:12]([F:16])=[CH:11][C:7]=1[C:8]([NH:23][C:19]([CH3:20])([C:21]#[CH:22])[CH3:18])=[O:10], predict the reactants needed to synthesize it. The reactants are: [F:1][CH:2]([F:17])[CH2:3][CH2:4][NH:5][C:6]1[C:14]([F:15])=[CH:13][C:12]([F:16])=[CH:11][C:7]=1[C:8]([OH:10])=O.[CH3:18][C:19]([NH2:23])([C:21]#[CH:22])[CH3:20].C1C=CC2N(O)N=NC=2C=1.CCN=C=NCCCN(C)C.CCN(C(C)C)C(C)C. (5) Given the product [CH3:39][C:31]1[CH:30]=[C:29]([N:40]2[CH2:45][CH2:44][O:43][CH2:42][CH2:41]2)[CH:35]=[C:34]([N+:36]([O-:38])=[O:37])[C:32]=1[NH2:33], predict the reactants needed to synthesize it. The reactants are: C(P(C(C)(C)C)C1C=CC=CC=1C1C=CC=CC=1)(C)(C)C.CC(C)([O-])C.[Na+].Br[C:29]1[CH:35]=[C:34]([N+:36]([O-:38])=[O:37])[C:32]([NH2:33])=[C:31]([CH3:39])[CH:30]=1.[NH:40]1[CH2:45][CH2:44][O:43][CH2:42][CH2:41]1. (6) Given the product [CH2:37]([N:39]([CH2:40][CH3:41])[CH2:43][CH2:26][O:28][C:29]([NH:1][C:2]1[CH:7]=[CH:6][CH:5]=[CH:4][C:3]=1[S:8]([NH:11][C:12]1[CH:21]=[CH:20][C:19]2[CH2:18][CH2:17][CH2:16][CH2:15][C:14]=2[C:13]=1[C:22]([OH:24])=[O:23])(=[O:10])=[O:9])=[O:35])[CH3:38], predict the reactants needed to synthesize it. The reactants are: [NH2:1][C:2]1[CH:7]=[CH:6][CH:5]=[CH:4][C:3]=1[S:8]([NH:11][C:12]1[CH:21]=[CH:20][C:19]2[CH2:18][CH2:17][CH2:16][CH2:15][C:14]=2[C:13]=1[C:22]([OH:24])=[O:23])(=[O:10])=[O:9].Cl[C:26](Cl)([O:28][C:29](=[O:35])OC(Cl)(Cl)Cl)Cl.[CH2:37]([N:39]([CH2:43]C)[CH2:40][CH2:41]O)[CH3:38]. (7) Given the product [CH2:11]([O:13][C:14]1[CH:19]=[C:18]([C:7]2[CH:8]=[C:2]([F:1])[C:3]([NH2:4])=[C:5]([F:10])[CH:6]=2)[CH:17]=[CH:16][CH:15]=1)[CH3:12], predict the reactants needed to synthesize it. The reactants are: [F:1][C:2]1[CH:8]=[C:7](Br)[CH:6]=[C:5]([F:10])[C:3]=1[NH2:4].[CH2:11]([O:13][C:14]1[CH:15]=[C:16](B(O)O)[CH:17]=[CH:18][CH:19]=1)[CH3:12]. (8) The reactants are: Cl[Si](C)(C)C.ClN1[C:11](=O)[CH2:10][CH2:9][C:8]1=[O:13].Cl[CH2:15][Cl:16]. Given the product [Cl:16][CH:15]([C:8]([CH:9]1[CH2:11][CH2:10]1)=[O:13])[C:8]([CH:9]1[CH2:11][CH2:10]1)=[O:13], predict the reactants needed to synthesize it. (9) Given the product [CH3:1][O:2][C:3]1[CH:8]=[C:7]([O:9][CH3:10])[CH:6]=[CH:5][C:4]=1[C:11]1([C:16]2[CH:21]=[CH:20][C:19]([O:22][CH3:23])=[CH:18][CH:17]=2)[O:14][CH2:15][CH2:13][O:12]1, predict the reactants needed to synthesize it. The reactants are: [CH3:1][O:2][C:3]1[CH:8]=[C:7]([O:9][CH3:10])[CH:6]=[CH:5][C:4]=1[C:11]([C:16]1[CH:21]=[CH:20][C:19]([O:22][CH3:23])=[CH:18][CH:17]=1)([O:14][CH3:15])[O:12][CH3:13].C(O)CO.